Dataset: Reaction yield outcomes from USPTO patents with 853,638 reactions. Task: Predict the reaction yield, written as a fraction of the theoretical maximum amount of product (1.0 means a 100% yield; for example, 0.34 means a 34% yield). The reactants are CC1C(C2N3C4C=CN(COCC[Si](C)(C)C)C=4N=CC3=[N:9]C=2)CC(N)C1.Cl[S:29]([NH:32][C:33](=[O:38])[O:34][CH2:35][CH2:36]Cl)(=[O:31])=[O:30].CO. The catalyst is C(Cl)Cl. The product is [O:38]=[C:33]1[N:32]([S:29]([NH2:9])(=[O:31])=[O:30])[CH2:36][CH2:35][O:34]1. The yield is 0.350.